From a dataset of Forward reaction prediction with 1.9M reactions from USPTO patents (1976-2016). Predict the product of the given reaction. (1) Given the reactants O.[NH2:2][NH2:3].[F:4][C:5]1[C:12]([F:13])=[CH:11][CH:10]=[CH:9][C:6]=1[CH2:7]Br, predict the reaction product. The product is: [F:4][C:5]1[C:12]([F:13])=[CH:11][CH:10]=[CH:9][C:6]=1[CH2:7][NH:2][NH2:3]. (2) Given the reactants Cl[C:2]1[C:11]2[C:6](=[CH:7][CH:8]=[C:9]([F:12])[CH:10]=2)[N:5]=[CH:4][CH:3]=1.Cl.[CH3:14][C:15]1([CH2:21][C:22]([O:24][CH3:25])=[O:23])[CH2:20][CH2:19][NH:18][CH2:17][CH2:16]1.CCN(C(C)C)C(C)C, predict the reaction product. The product is: [F:12][C:9]1[CH:10]=[C:11]2[C:6](=[CH:7][CH:8]=1)[N:5]=[CH:4][CH:3]=[C:2]2[N:18]1[CH2:19][CH2:20][C:15]([CH2:21][C:22]([O:24][CH3:25])=[O:23])([CH3:14])[CH2:16][CH2:17]1. (3) Given the reactants [Br:1][C:2]1[CH:12]=[CH:11][C:5]([C:6]([O:8][CH2:9][CH3:10])=[O:7])=[CH:4][C:3]=1[CH3:13].C1C(=O)N([Br:21])C(=O)C1, predict the reaction product. The product is: [Br:1][C:2]1[CH:12]=[CH:11][C:5]([C:6]([O:8][CH2:9][CH3:10])=[O:7])=[CH:4][C:3]=1[CH2:13][Br:21]. (4) Given the reactants [CH:1]([C:4]1[CH:9]=[CH:8][CH:7]=[C:6]([CH:10]([CH3:12])[CH3:11])[C:5]=1[NH2:13])([CH3:3])[CH3:2].Cl.N([O-])=O.[Na+].[N-:19]=[N+:20]=[N-].[Na+], predict the reaction product. The product is: [CH:10]([C:6]1[CH:7]=[CH:8][CH:9]=[C:4]([CH:1]([CH3:3])[CH3:2])[C:5]=1[N:13]=[N+:19]=[N-:20])([CH3:12])[CH3:11]. (5) Given the reactants [OH-].[K+].[CH2:3](Br)[C:4]1[CH:9]=[CH:8][CH:7]=[CH:6][CH:5]=1.[C:11]([C:14]1[CH:19]=[CH:18][CH:17]=[CH:16][CH:15]=1)(=[O:13])[CH3:12], predict the reaction product. The product is: [C:4]1([CH2:3][CH:12]([C:11]([C:14]2[CH:19]=[CH:18][CH:17]=[CH:16][CH:15]=2)=[O:13])[CH2:3][C:4]2[CH:9]=[CH:8][CH:7]=[CH:6][CH:5]=2)[CH:9]=[CH:8][CH:7]=[CH:6][CH:5]=1. (6) Given the reactants O[CH2:2][C:3]1[CH:4]=[C:5]([CH:8]=[C:9]([C:11]([F:14])([F:13])[F:12])[CH:10]=1)[C:6]#[N:7].C(Br)(Br)(Br)[Br:16].C1(P(C2C=CC=CC=2)C2C=CC=CC=2)C=CC=CC=1, predict the reaction product. The product is: [Br:16][CH2:2][C:3]1[CH:4]=[C:5]([CH:8]=[C:9]([C:11]([F:14])([F:13])[F:12])[CH:10]=1)[C:6]#[N:7]. (7) Given the reactants [CH2:1]([O:9][C:10]1[CH:15]=[CH:14][CH:13]=[C:12]([O:16][CH2:17][CH2:18][CH2:19][CH2:20][CH2:21][CH2:22][CH2:23][CH3:24])[N+:11]=1[O-:25])[CH2:2][CH2:3][CH2:4][CH2:5][CH2:6][CH2:7][CH3:8], predict the reaction product. The product is: [CH2:1]([OH:9])[CH2:2][CH2:3][CH2:4][CH2:5][CH2:6][CH2:7][CH3:8].[OH:25][N:11]1[C:12]([O:16][CH2:17][CH2:18][CH2:19][CH2:20][CH2:21][CH2:22][CH2:23][CH3:24])=[CH:13][CH:14]=[CH:15][C:10]1=[O:9]. (8) Given the reactants [Cl:1][C:2]1[CH:7]=[CH:6][C:5]([NH2:8])=[CH:4][C:3]=1[O:9][CH2:10][CH:11]1[CH2:15][CH2:14][CH2:13][N:12]1[CH3:16].[C:17]([NH:21][S:22]([C:25]1[CH:30]=[CH:29][CH:28]=[C:27]([C:31]2[N:39]3[C:34]([CH:35]=[N:36][C:37](O)=[N:38]3)=[CH:33][CH:32]=2)[CH:26]=1)(=[O:24])=[O:23])([CH3:20])([CH3:19])[CH3:18], predict the reaction product. The product is: [C:17]([NH:21][S:22]([C:25]1[CH:30]=[CH:29][CH:28]=[C:27]([C:31]2[N:39]3[C:34]([CH:35]=[N:36][C:37]([NH:8][C:5]4[CH:6]=[CH:7][C:2]([Cl:1])=[C:3]([O:9][CH2:10][CH:11]5[CH2:15][CH2:14][CH2:13][N:12]5[CH3:16])[CH:4]=4)=[N:38]3)=[CH:33][CH:32]=2)[CH:26]=1)(=[O:23])=[O:24])([CH3:20])([CH3:18])[CH3:19]. (9) Given the reactants Cl.[S:2]1[CH:6]=[CH:5][N:4]=[C:3]1[C:7]([NH2:9])=[NH:8].[CH:10]1(C2N=C(C#N)SC=2)[CH2:12][CH2:11]1, predict the reaction product. The product is: [CH:10]1([C:5]2[N:4]=[C:3]([C:7]([NH2:9])=[NH:8])[S:2][CH:6]=2)[CH2:12][CH2:11]1. (10) Given the reactants [CH3:1][O:2][C:3]1[CH:17]=[CH:16][C:6]2[N:7]=[N:8][N:9]([CH2:12][C:13]([OH:15])=O)[C:10](=[O:11])[C:5]=2[CH:4]=1.[F:18][C:19]([F:30])([F:29])[C:20]1[CH:25]=[CH:24][C:23]([C@@H:26]([NH2:28])[CH3:27])=[CH:22][CH:21]=1, predict the reaction product. The product is: [CH3:1][O:2][C:3]1[CH:17]=[CH:16][C:6]2[N:7]=[N:8][N:9]([CH2:12][C:13]([NH:28][C@H:26]([C:23]3[CH:22]=[CH:21][C:20]([C:19]([F:18])([F:29])[F:30])=[CH:25][CH:24]=3)[CH3:27])=[O:15])[C:10](=[O:11])[C:5]=2[CH:4]=1.